Dataset: Forward reaction prediction with 1.9M reactions from USPTO patents (1976-2016). Task: Predict the product of the given reaction. (1) The product is: [NH2:1][C:2]1[N:6]([CH3:7])[N:5]=[CH:4][C:3]=1[C:8]([NH:11][CH2:12][CH2:13][NH:14][C:15]([C:22]1[CH:27]=[CH:26][CH:25]=[CH:24][CH:23]=1)([C:16]1[CH:17]=[CH:18][CH:19]=[CH:20][CH:21]=1)[C:28]1[CH:33]=[CH:32][CH:31]=[CH:30][CH:29]=1)=[O:10]. Given the reactants [NH2:1][C:2]1[N:6]([CH3:7])[N:5]=[CH:4][C:3]=1[C:8]([OH:10])=O.[NH2:11][CH2:12][CH2:13][NH:14][C:15]([C:28]1[CH:33]=[CH:32][CH:31]=[CH:30][CH:29]=1)([C:22]1[CH:27]=[CH:26][CH:25]=[CH:24][CH:23]=1)[C:16]1[CH:21]=[CH:20][CH:19]=[CH:18][CH:17]=1.C(N(CC)CC)C.Cl.CN(C)CCCN=C=NCC, predict the reaction product. (2) The product is: [CH2:1]([N:8]([C:18]1[CH:19]=[C:20]2[C:25](=[CH:26][CH:27]=1)[C:24](=[O:28])[N:23]([CH2:32][CH3:33])[CH2:22][CH2:21]2)[S:9]([C:12]1[CH:16]=[CH:15][N:14]([CH3:17])[N:13]=1)(=[O:11])=[O:10])[C:2]1[CH:7]=[CH:6][CH:5]=[CH:4][CH:3]=1. Given the reactants [CH2:1]([N:8]([C:18]1[CH:19]=[C:20]2[C:25](=[CH:26][CH:27]=1)[C:24](=[O:28])[NH:23][CH2:22][CH2:21]2)[S:9]([C:12]1[CH:16]=[CH:15][N:14]([CH3:17])[N:13]=1)(=[O:11])=[O:10])[C:2]1[CH:7]=[CH:6][CH:5]=[CH:4][CH:3]=1.[H-].[Na+].I[CH2:32][CH3:33], predict the reaction product.